Dataset: Reaction yield outcomes from USPTO patents with 853,638 reactions. Task: Predict the reaction yield, written as a fraction of the theoretical maximum amount of product (1.0 means a 100% yield; for example, 0.34 means a 34% yield). (1) The reactants are Cl[C:2]1[N:10]=[C:9]([Cl:11])[CH:8]=[CH:7][C:3]=1[C:4]([NH2:6])=[O:5].[O-:12][CH2:13][CH3:14].[Na+].C(O)C. The catalyst is CN(C)C=O. The product is [Cl:11][C:9]1[CH:8]=[CH:7][C:3]([C:4]([NH2:6])=[O:5])=[C:2]([O:12][CH2:13][CH3:14])[N:10]=1. The yield is 0.950. (2) The reactants are [Br:1][C:2]1[N:7]=[CH:6][C:5]([CH2:8][CH2:9][NH:10][CH2:11][CH2:12][O:13][CH3:14])=[CH:4][CH:3]=1.[C:15](O[C:15]([O:17][C:18]([CH3:21])([CH3:20])[CH3:19])=[O:16])([O:17][C:18]([CH3:21])([CH3:20])[CH3:19])=[O:16]. The catalyst is C(Cl)Cl. The product is [Br:1][C:2]1[N:7]=[CH:6][C:5]([CH2:8][CH2:9][N:10]([CH2:11][CH2:12][O:13][CH3:14])[C:15](=[O:16])[O:17][C:18]([CH3:21])([CH3:20])[CH3:19])=[CH:4][CH:3]=1. The yield is 0.590. (3) The reactants are C(Cl)Cl.[CH:4]([O:6][CH3:7])=[O:5].[Cl:8][CH2:9][C:10]1[CH:15]=[CH:14][CH:13]=[CH:12][C:11]=1[CH2:16][C:17](OC)=[O:18]. The catalyst is [Ti](Cl)(Cl)(Cl)Cl.C(N(CC)CC)C. The product is [Cl:8][CH2:9][C:10]1[CH:15]=[CH:14][CH:13]=[CH:12][C:11]=1[C:16](=[CH:17][OH:18])[C:4]([O:6][CH3:7])=[O:5]. The yield is 0.960.